From a dataset of Forward reaction prediction with 1.9M reactions from USPTO patents (1976-2016). Predict the product of the given reaction. The product is: [N:8]1[CH:9]=[CH:10][CH:11]=[C:6]([C:3]2[N:4]=[CH:5][N:1]([C:13]3[CH:18]=[CH:17][CH:16]=[C:15]([C:19]([F:22])([F:21])[F:20])[N:14]=3)[N:2]=2)[CH:7]=1. Given the reactants [NH:1]1[CH:5]=[N:4][C:3]([C:6]2[CH:7]=[N:8][CH:9]=[CH:10][CH:11]=2)=[N:2]1.Cl[C:13]1[CH:18]=[CH:17][CH:16]=[C:15]([C:19]([F:22])([F:21])[F:20])[N:14]=1.C(=O)([O-])[O-].[K+].[K+].O, predict the reaction product.